From a dataset of Forward reaction prediction with 1.9M reactions from USPTO patents (1976-2016). Predict the product of the given reaction. (1) The product is: [C:1]1([N:7]2[C:11]([C:12]3[C:13](=[O:38])[C:14]4[O:37][CH2:36][CH2:35][C:15]=4[N:16]([C:18]4[CH:23]=[CH:22][C:21]([N:24]5[CH:28]=[CH:27][CH:26]=[N:25]5)=[CH:20][C:19]=4[O:29][CH2:30][C:31]([F:32])([F:33])[F:34])[N:17]=3)=[CH:10][CH:9]=[N:8]2)[CH:2]=[CH:3][CH:4]=[CH:5][CH:6]=1. Given the reactants [C:1]1([N:7]2[C:11]([C:12]3[C:13](=[O:38])[C:14]4[O:37][CH:36]=[CH:35][C:15]=4[N:16]([C:18]4[CH:23]=[CH:22][C:21]([N:24]5[CH:28]=[CH:27][CH:26]=[N:25]5)=[CH:20][C:19]=4[O:29][CH2:30][C:31]([F:34])([F:33])[F:32])[N:17]=3)=[CH:10][CH:9]=[N:8]2)[CH:6]=[CH:5][CH:4]=[CH:3][CH:2]=1, predict the reaction product. (2) Given the reactants Br[C:2]1[N:6]2[N:7]=[C:8]([C:11]([O:13]C)=[O:12])[CH:9]=[CH:10][C:5]2=[N:4][CH:3]=1.[Cl:15][C:16]1[CH:17]=[C:18](B(O)O)[CH:19]=[CH:20][CH:21]=1.C([O-])([O-])=O.[Cs+].[Cs+].O1CCOCC1, predict the reaction product. The product is: [Cl:15][C:16]1[CH:21]=[C:20]([C:2]2[N:6]3[N:7]=[C:8]([C:11]([OH:13])=[O:12])[CH:9]=[CH:10][C:5]3=[N:4][CH:3]=2)[CH:19]=[CH:18][CH:17]=1. (3) Given the reactants CC(C)([O-])C.[K+].[CH3:7][N:8]1[C:12]([C:13]#[C:14][C:15]2[C:16]([NH2:21])=[N:17][CH:18]=[N:19][CH:20]=2)=[C:11]([C:22]2[CH:27]=[CH:26][CH:25]=[CH:24][CH:23]=2)[N:10]=[CH:9]1.O.C(Cl)Cl, predict the reaction product. The product is: [CH3:7][N:8]1[C:12]([C:13]2[NH:21][C:16]3[N:17]=[CH:18][N:19]=[CH:20][C:15]=3[CH:14]=2)=[C:11]([C:22]2[CH:27]=[CH:26][CH:25]=[CH:24][CH:23]=2)[N:10]=[CH:9]1. (4) Given the reactants [CH3:1][C:2]([C:4]1[CH:9]=[CH:8][CH:7]=[C:6]([NH2:10])[CH:5]=1)=[O:3].C(N(C(C)C)C(C)C)C.[O:20]1[CH:24]=[CH:23][CH:22]=[C:21]1[C:25](Cl)=[O:26], predict the reaction product. The product is: [C:2]([C:4]1[CH:5]=[C:6]([NH:10][C:25]([C:21]2[O:20][CH:24]=[CH:23][CH:22]=2)=[O:26])[CH:7]=[CH:8][CH:9]=1)(=[O:3])[CH3:1]. (5) Given the reactants [NH:1]1[C:9]2[C:4](=[CH:5][CH:6]=[CH:7][C:8]=2[CH:10]=[O:11])[CH:3]=[CH:2]1.[K].[CH3:13]C(C)([O-])C.CI.O, predict the reaction product. The product is: [CH3:13][N:1]1[C:9]2[C:4](=[CH:5][CH:6]=[CH:7][C:8]=2[CH:10]=[O:11])[CH:3]=[CH:2]1.